From a dataset of Reaction yield outcomes from USPTO patents with 853,638 reactions. Predict the reaction yield, written as a fraction of the theoretical maximum amount of product (1.0 means a 100% yield; for example, 0.34 means a 34% yield). (1) The reactants are N[C@@](C1SC(C2C=CC(SC3C=CC=C(OCC4C=CC=CC=4)C=3)=C(C(F)(F)F)C=2)=NN=1)(C)CO.[CH2:36]([O:43][C:44]1[CH:45]=[C:46]([S:50][C:51]2[CH:56]=[CH:55][C:54]([C:57]3[S:61][C:60]([C@@:62]4([CH3:76])[CH2:66][O:65]C(C)(C)[N:63]4C(OC(C)(C)C)=O)=[N:59][N:58]=3)=[C:53]([Cl:77])[CH:52]=2)[CH:47]=[CH:48][CH:49]=1)[C:37]1[CH:42]=[CH:41][CH:40]=[CH:39][CH:38]=1.C(O)(C(F)(F)F)=O. No catalyst specified. The product is [NH2:63][C@@:62]([C:60]1[S:61][C:57]([C:54]2[CH:55]=[CH:56][C:51]([S:50][C:46]3[CH:47]=[CH:48][CH:49]=[C:44]([O:43][CH2:36][C:37]4[CH:38]=[CH:39][CH:40]=[CH:41][CH:42]=4)[CH:45]=3)=[CH:52][C:53]=2[Cl:77])=[N:58][N:59]=1)([CH3:76])[CH2:66][OH:65]. The yield is 0.770. (2) The reactants are [Br:1][C:2]1[C:3]([C:10]([OH:12])=[O:11])=[N:4][C:5]([S:8][CH3:9])=[N:6][CH:7]=1.S(=O)(=O)(O)O.[CH3:18]O. No catalyst specified. The product is [Br:1][C:2]1[C:3]([C:10]([O:12][CH3:18])=[O:11])=[N:4][C:5]([S:8][CH3:9])=[N:6][CH:7]=1. The yield is 0.800. (3) The reactants are [NH2:1][C:2]1[CH:7]=[CH:6][C:5]([C:8]2[N:13]=[C:12]([N:14]3[CH:19]([CH3:20])[CH2:18][O:17][CH2:16][CH:15]3[CH3:21])[N:11]=[C:10]([C:22]3[CH:27]=[CH:26][C:25]([NH:28][C:29]([NH:31][CH3:32])=[O:30])=[CH:24][CH:23]=3)[N:9]=2)=[CH:4][CH:3]=1.[C:33]([C:36]1[CH:41]=[CH:40][C:39]([NH:42][C:43](=O)[O:44]C2C=CC=CC=2)=[CH:38][CH:37]=1)(=[O:35])[NH2:34]. No catalyst specified. The product is [CH3:21][CH:15]1[CH2:16][O:17][CH2:18][CH:19]([CH3:20])[N:14]1[C:12]1[N:11]=[C:10]([C:22]2[CH:27]=[CH:26][C:25]([NH:28][C:29](=[O:30])[NH:31][CH3:32])=[CH:24][CH:23]=2)[N:9]=[C:8]([C:5]2[CH:4]=[CH:3][C:2]([NH:1][C:43]([NH:42][C:39]3[CH:40]=[CH:41][C:36]([C:33]([NH2:34])=[O:35])=[CH:37][CH:38]=3)=[O:44])=[CH:7][CH:6]=2)[N:13]=1. The yield is 0.128. (4) The reactants are Br[C:2]1[C:3]([NH:9][CH2:10][C:11]([O:13]CC)=O)=[N:4][CH:5]=[C:6]([Br:8])[N:7]=1.Cl.[CH2:17]([NH2:19])[CH3:18].C(N(CC)C(C)C)(C)C.C(OCC)(=O)C.O. The catalyst is CN1C(=O)CCC1. The product is [Br:8][C:6]1[N:7]=[C:2]2[N:19]([CH2:17][CH3:18])[C:11](=[O:13])[CH2:10][NH:9][C:3]2=[N:4][CH:5]=1. The yield is 0.770. (5) The reactants are [O:1]1[C:5]2[CH:6]=[CH:7][C:8]([C:10]3([C:13]([NH:15][C:16]4[CH:21]=[CH:20][C:19]([CH3:22])=[C:18](Br)[CH:17]=4)=[O:14])[CH2:12][CH2:11]3)=[CH:9][C:4]=2[O:3][CH2:2]1.B([C:27]1[CH:35]=[CH:34][C:30]([C:31]([OH:33])=[O:32])=[CH:29][CH:28]=1)(O)O.C([O-])([O-])=O.[K+].[K+]. The catalyst is CN(C=O)C. The product is [O:1]1[C:5]2[CH:6]=[CH:7][C:8]([C:10]3([C:13]([NH:15][C:16]4[CH:21]=[CH:20][C:19]([CH3:22])=[C:18]([C:27]5[CH:35]=[CH:34][C:30]([C:31]([OH:33])=[O:32])=[CH:29][CH:28]=5)[CH:17]=4)=[O:14])[CH2:12][CH2:11]3)=[CH:9][C:4]=2[O:3][CH2:2]1. The yield is 0.980. (6) The reactants are [Br:1]N1C(=O)CCC1=O.[C:9]1([N:15]2[CH2:21][CH2:20][CH2:19][CH2:18][CH2:17][CH2:16]2)[CH:14]=[CH:13][CH:12]=[CH:11][CH:10]=1. The catalyst is CN(C=O)C. The product is [Br:1][C:12]1[CH:13]=[CH:14][C:9]([N:15]2[CH2:21][CH2:20][CH2:19][CH2:18][CH2:17][CH2:16]2)=[CH:10][CH:11]=1. The yield is 0.770. (7) The reactants are [Br:1][C:2]1[CH:3]=[C:4]([NH2:9])[C:5]([NH2:8])=[CH:6][CH:7]=1.[C:10]([O:14][C:15]([N:17]1[CH2:21][CH2:20][CH2:19][CH:18]1[CH:22]=O)=[O:16])([CH3:13])([CH3:12])[CH3:11]. The catalyst is C(O)C. The product is [C:10]([O:14][C:15]([N:17]1[CH2:21][CH2:20][CH2:19][CH:18]1[C:22]1[NH:9][C:4]2[CH:3]=[C:2]([Br:1])[CH:7]=[CH:6][C:5]=2[N:8]=1)=[O:16])([CH3:13])([CH3:11])[CH3:12]. The yield is 0.550. (8) The reactants are CS([C:5]1[CH:10]=[CH:9][N:8]=[C:7]([C:11]2[N:15]([C:16]3[CH:17]=[N:18][C:19]([O:22][CH3:23])=[CH:20][CH:21]=3)[N:14]=[C:13]([C:24]([N:26]3[CH2:31][CH2:30][CH2:29][CH2:28][CH2:27]3)=[O:25])[CH:12]=2)[CH:6]=1)(=O)=O.[C-:32]#[N:33].[K+]. The catalyst is CN(C)C=O. The product is [C:32]([C:5]1[CH:10]=[CH:9][N:8]=[C:7]([C:11]2[N:15]([C:16]3[CH:17]=[N:18][C:19]([O:22][CH3:23])=[CH:20][CH:21]=3)[N:14]=[C:13]([C:24]([N:26]3[CH2:31][CH2:30][CH2:29][CH2:28][CH2:27]3)=[O:25])[CH:12]=2)[CH:6]=1)#[N:33]. The yield is 0.840. (9) The reactants are [CH3:1][C:2]1[CH:7]=[C:6]([CH3:8])[N:5]=[C:4]([NH:9][C:10]2[CH:15]=[CH:14][C:13]([CH2:16][CH2:17]C(O)=O)=[CH:12][CH:11]=2)[C:3]=1[N+:21]([O-:23])=[O:22].C1(P(N=[N+]=[N-])(C2C=CC=CC=2)=[O:31])C=CC=CC=1.C([N:43]([CH2:46]C)CC)C.[C:48]1([OH:54])[CH:53]=[CH:52][CH:51]=[CH:50][CH:49]=1. The catalyst is O1CCOCC1. The product is [CH3:1][C:2]1[CH:7]=[C:6]([CH3:8])[N:5]=[C:4]([NH:9][C:10]2[CH:11]=[CH:12][C:13]([CH2:16][CH2:17][NH:43][C:46](=[O:31])[O:54][C:48]3[CH:53]=[CH:52][CH:51]=[CH:50][CH:49]=3)=[CH:14][CH:15]=2)[C:3]=1[N+:21]([O-:23])=[O:22]. The yield is 0.770.